This data is from Catalyst prediction with 721,799 reactions and 888 catalyst types from USPTO. The task is: Predict which catalyst facilitates the given reaction. (1) Reactant: [CH3:1][N:2]1[C:6]2[CH:7]=[CH:8][C:9]([N:11]3[CH:16]=[C:15]([C:17]([O:19]CC)=[O:18])[C:14](=[O:22])[N:13]([CH2:23][C:24]4[CH:29]=[CH:28][CH:27]=[C:26]([C:30]([F:33])([F:32])[F:31])[C:25]=4[CH3:34])[C:12]3=[O:35])=[CH:10][C:5]=2[N:4]([CH3:36])[C:3]1=[O:37].Cl.O. Product: [CH3:1][N:2]1[C:6]2[CH:7]=[CH:8][C:9]([N:11]3[CH:16]=[C:15]([C:17]([OH:19])=[O:18])[C:14](=[O:22])[N:13]([CH2:23][C:24]4[CH:29]=[CH:28][CH:27]=[C:26]([C:30]([F:33])([F:32])[F:31])[C:25]=4[CH3:34])[C:12]3=[O:35])=[CH:10][C:5]=2[N:4]([CH3:36])[C:3]1=[O:37]. The catalyst class is: 15. (2) Reactant: C([O:3][C:4]([C:6]1[O:10][C:9]([C:11]2[CH:16]=[CH:15][C:14]([C:17]([F:20])([F:19])[F:18])=[CH:13][CH:12]=2)=[N:8][C:7]=1[CH:21]([CH3:23])[CH3:22])=O)C.[H-].[Al+3].[Li+].[H-].[H-].[H-]. Product: [CH:21]([C:7]1[N:8]=[C:9]([C:11]2[CH:16]=[CH:15][C:14]([C:17]([F:19])([F:20])[F:18])=[CH:13][CH:12]=2)[O:10][C:6]=1[CH2:4][OH:3])([CH3:23])[CH3:22]. The catalyst class is: 632. (3) Reactant: [CH3:1][O:2][C:3]1[CH:4]=[C:5]2[C:10](=[CH:11][C:12]=1[O:13][CH3:14])[N:9]=[CH:8][CH:7]=[C:6]2[O:15][C:16]1[CH:22]=[CH:21][C:19]([NH2:20])=[CH:18][CH:17]=1.ClC(Cl)(O[C:27](=[O:33])[O:28][C:29](Cl)(Cl)Cl)Cl.[CH3:35][O:36][C:37]1C=[CH:41][CH:40]=[CH:39][C:38]=1O.C(=O)(O)[O-].[Na+]. Product: [CH3:1][O:2][C:3]1[CH:4]=[C:5]2[C:10](=[CH:11][C:12]=1[O:13][CH3:14])[N:9]=[CH:8][CH:7]=[C:6]2[O:15][C:16]1[CH:22]=[CH:21][C:19]([NH:20][C:27](=[O:33])[O:28][C:29]2[CH:41]=[CH:40][CH:39]=[CH:38][C:37]=2[O:36][CH3:35])=[CH:18][CH:17]=1. The catalyst class is: 208. (4) Reactant: [C:1]1(=[CH:9][C:10](OCC)=[O:11])[CH2:8][CH2:7][CH2:6][CH2:5][CH2:4][CH2:3][CH2:2]1. Product: [CH:1]1([CH2:9][CH2:10][OH:11])[CH2:8][CH2:7][CH2:6][CH2:5][CH2:4][CH2:3][CH2:2]1. The catalyst class is: 178. (5) Reactant: C(NC(C)C)(C)C.C([Li])CCC.[CH2:13]([CH:15]([CH2:20][CH2:21][CH2:22][CH3:23])[C:16]([O:18][CH3:19])=[O:17])[CH3:14].[CH2:24]=[O:25].[Cl-].[NH4+]. Product: [CH2:13]([C:15]([CH2:24][OH:25])([CH2:20][CH2:21][CH2:22][CH3:23])[C:16]([O:18][CH3:19])=[O:17])[CH3:14]. The catalyst class is: 680. (6) Reactant: [F:1][CH2:2][CH2:3][N:4]1[C:13]2[C:8](=[CH:9][CH:10]=[C:11](/[CH:14]=[CH:15]/[C:16]3[S:17][CH:18]=[C:19]([CH:21]([CH3:23])[CH3:22])[N:20]=3)[CH:12]=2)[C:7](=[O:24])[C:6]([C:25]([O:27]CC)=[O:26])=[CH:5]1.[OH-].[Na+].Cl. Product: [F:1][CH2:2][CH2:3][N:4]1[C:13]2[C:8](=[CH:9][CH:10]=[C:11](/[CH:14]=[CH:15]/[C:16]3[S:17][CH:18]=[C:19]([CH:21]([CH3:23])[CH3:22])[N:20]=3)[CH:12]=2)[C:7](=[O:24])[C:6]([C:25]([OH:27])=[O:26])=[CH:5]1. The catalyst class is: 364. (7) Reactant: [CH3:1][O:2][C:3]1[CH:18]=[CH:17][C:6]([CH2:7][N:8](C)[C:9](=O)OC(C)(C)C)=[CH:5][C:4]=1[NH:19][S:20]([CH3:23])(=[O:22])=[O:21].[ClH:24].O1CCOCC1. Product: [CH3:1][O:2][C:3]1[CH:18]=[CH:17][C:6]([CH2:7][NH:8][CH3:9])=[CH:5][C:4]=1[NH:19][S:20]([CH3:23])(=[O:22])=[O:21].[ClH:24]. The catalyst class is: 2.